Dataset: Reaction yield outcomes from USPTO patents with 853,638 reactions. Task: Predict the reaction yield, written as a fraction of the theoretical maximum amount of product (1.0 means a 100% yield; for example, 0.34 means a 34% yield). (1) The reactants are Cl.[C:2]([NH:10][CH2:11][CH2:12][CH2:13][CH2:14][C:15]([O:17][CH2:18][C:19]1[N:23]2[C:24](=[O:40])[N:25]([CH:27]3[CH2:32][CH2:31][N:30]([C:33](OC(C)(C)C)=[O:34])[CH2:29][CH2:28]3)[CH2:26][C:22]2=[CH:21][N:20]=1)=[O:16])(=[O:9])[C:3]1[CH:8]=[CH:7][CH:6]=[CH:5][CH:4]=1.[Cl:41][C:42]1[CH:43]=[C:44]2[C:49](=[CH:50][CH:51]=1)[CH:48]=[C:47]([S:52]([CH2:55][C@@H:56]([OH:60])C(O)=O)(=[O:54])=[O:53])[CH:46]=[CH:45]2.C1C=CC2N(O)N=NC=2C=1. The catalyst is C(OCC)(=O)C.C(#N)C.ClCCl. The product is [C:2]([NH:10][CH2:11][CH2:12][CH2:13][CH2:14][C:15]([O:17][CH2:18][C:19]1[N:23]2[C:24](=[O:40])[N:25]([CH:27]3[CH2:28][CH2:29][N:30]([C:33](=[O:34])[C@H:56]([OH:60])[CH2:55][S:52]([C:47]4[CH:46]=[CH:45][C:44]5[C:49](=[CH:50][CH:51]=[C:42]([Cl:41])[CH:43]=5)[CH:48]=4)(=[O:53])=[O:54])[CH2:31][CH2:32]3)[CH2:26][C:22]2=[CH:21][N:20]=1)=[O:16])(=[O:9])[C:3]1[CH:8]=[CH:7][CH:6]=[CH:5][CH:4]=1. The yield is 0.240. (2) The reactants are [F:1][C:2]1[C:15]([NH:16][CH2:17][C:18]2[CH:23]=[C:22]([C:24]3[CH:29]=[CH:28][CH:27]=[C:26]([F:30])[CH:25]=3)[CH:21]=[CH:20][C:19]=2[F:31])=[C:14]([F:32])[C:13]([CH3:33])=[CH:12][C:3]=1[O:4][CH2:5][C:6]([O:8]C(C)C)=[O:7].[Li+].[OH-]. The catalyst is C1COCC1. The product is [F:1][C:2]1[C:15]([NH:16][CH2:17][C:18]2[CH:23]=[C:22]([C:24]3[CH:29]=[CH:28][CH:27]=[C:26]([F:30])[CH:25]=3)[CH:21]=[CH:20][C:19]=2[F:31])=[C:14]([F:32])[C:13]([CH3:33])=[CH:12][C:3]=1[O:4][CH2:5][C:6]([OH:8])=[O:7]. The yield is 0.910. (3) The reactants are [CH3:1][C:2]1[NH:6][N:5]=[C:4]([NH:7][C:8]2[NH:9][C:10](=O)[C:11]3[C:16]([CH:17]=2)=[CH:15][CH:14]=[CH:13][CH:12]=3)[CH:3]=1.O=P(Cl)(Cl)[Cl:21]. No catalyst specified. The product is [Cl:21][C:10]1[C:11]2[C:16](=[CH:15][CH:14]=[CH:13][CH:12]=2)[CH:17]=[C:8]([NH:7][C:4]2[CH:3]=[C:2]([CH3:1])[NH:6][N:5]=2)[N:9]=1. The yield is 0.610. (4) The reactants are [F:1][C:2]1[CH:3]=[C:4]([N:8]2[CH:12]=[C:11]([C:13]([O:15]CC)=[O:14])[C:10]([C:18]([F:21])([F:20])[F:19])=[N:9]2)[CH:5]=[CH:6][CH:7]=1.[OH-].[Na+]. The catalyst is CCO.C1COCC1. The product is [F:1][C:2]1[CH:3]=[C:4]([N:8]2[CH:12]=[C:11]([C:13]([OH:15])=[O:14])[C:10]([C:18]([F:19])([F:20])[F:21])=[N:9]2)[CH:5]=[CH:6][CH:7]=1. The yield is 0.620.